This data is from Forward reaction prediction with 1.9M reactions from USPTO patents (1976-2016). The task is: Predict the product of the given reaction. (1) Given the reactants Cl[C:2]1[C:3]2[C:10]([C:11]([F:14])([F:13])[F:12])=[CH:9][N:8]([CH2:15][CH:16]3[CH2:21][CH2:20][N:19]([S:22]([CH3:25])(=[O:24])=[O:23])[CH2:18][CH2:17]3)[C:4]=2[N:5]=[CH:6][N:7]=1.[F-:26].[K+], predict the reaction product. The product is: [F:26][C:2]1[C:3]2[C:10]([C:11]([F:14])([F:13])[F:12])=[CH:9][N:8]([CH2:15][CH:16]3[CH2:21][CH2:20][N:19]([S:22]([CH3:25])(=[O:24])=[O:23])[CH2:18][CH2:17]3)[C:4]=2[N:5]=[CH:6][N:7]=1. (2) Given the reactants [NH:1]1[CH2:5][CH2:4][N:3]=[C:2]1[C:6]1[CH:11]=[CH:10][C:9]([S:12]([C:15]2[C:16]([NH:22][C:23]3[C:28]([CH3:29])=[CH:27][C:26]([CH3:30])=[CH:25][C:24]=3[CH3:31])=[N:17][C:18]([CH3:21])=[N:19][CH:20]=2)(=[O:14])=[O:13])=[CH:8][CH:7]=1.C[N+]1([O-])CCOCC1, predict the reaction product. The product is: [NH:1]1[CH:5]=[CH:4][N:3]=[C:2]1[C:6]1[CH:7]=[CH:8][C:9]([S:12]([C:15]2[C:16]([NH:22][C:23]3[C:24]([CH3:31])=[CH:25][C:26]([CH3:30])=[CH:27][C:28]=3[CH3:29])=[N:17][C:18]([CH3:21])=[N:19][CH:20]=2)(=[O:13])=[O:14])=[CH:10][CH:11]=1. (3) Given the reactants [F:1][C:2]1[CH:7]=[CH:6][C:5]([NH:8][C:9]([CH:11]2[CH2:15][N:14]([C:16]([O:18]C(C)(C)C)=O)[CH:13]([CH3:23])[CH2:12]2)=[O:10])=[CH:4][C:3]=1[CH3:24].[C:25]([OH:31])(C(F)(F)F)=[O:26].C(N([CH2:37][CH3:38])CC)C.Cl, predict the reaction product. The product is: [F:1][C:2]1[CH:7]=[CH:6][C:5]([NH:8][C:9]([CH:11]2[CH2:15][N:14]([C:16](=[O:18])[C:25]([O:31][CH2:37][CH3:38])=[O:26])[CH:13]([CH3:23])[CH2:12]2)=[O:10])=[CH:4][C:3]=1[CH3:24]. (4) Given the reactants [NH:1]1[C:9]2[C:4](=[C:5](N)[CH:6]=[CH:7][CH:8]=2)[CH:3]=[N:2]1.S(=O)(=O)(O)[OH:12].[OH-].[Na+], predict the reaction product. The product is: [NH:1]1[C:9]2[CH:8]=[CH:7][CH:6]=[C:5]([OH:12])[C:4]=2[CH:3]=[N:2]1.